From a dataset of Forward reaction prediction with 1.9M reactions from USPTO patents (1976-2016). Predict the product of the given reaction. (1) Given the reactants [H-].[Na+].[O:3]1CCC(S)CC1.BrC1C=C(C)C=C(Br)C=1.[OH-:19].[Na+].[Br:21][C:22]1[CH:23]=[C:24]([S:29][CH:30]2[CH2:35][CH2:34][O:33][CH2:32][CH2:31]2)[CH:25]=[C:26]([CH3:28])[CH:27]=1.C1C=C(Cl)C=C(C(OO)=O)C=1, predict the reaction product. The product is: [Br:21][C:22]1[CH:23]=[C:24]([S:29]([CH:30]2[CH2:35][CH2:34][O:33][CH2:32][CH2:31]2)(=[O:3])=[O:19])[CH:25]=[C:26]([CH3:28])[CH:27]=1. (2) Given the reactants [C:1]([C:3]1[CH:4]=[C:5]([CH:22]=[CH:23][CH:24]=1)[CH2:6][N:7]([C:16](=[O:21])[C:17]([F:20])([F:19])[F:18])[CH2:8][C:9]([O:11][C:12]([CH3:15])([CH3:14])[CH3:13])=[O:10])#[N:2].Cl.[NH2:26][OH:27].C(N(CC)CC)C, predict the reaction product. The product is: [OH:27][N:26]=[C:1]([C:3]1[CH:4]=[C:5]([CH:22]=[CH:23][CH:24]=1)[CH2:6][N:7]([C:16](=[O:21])[C:17]([F:19])([F:20])[F:18])[CH2:8][C:9]([O:11][C:12]([CH3:15])([CH3:14])[CH3:13])=[O:10])[NH2:2]. (3) Given the reactants [NH2:1][C:2]1[C:3]2[C:10]([C:11]3[CH:16]=[CH:15][C:14]([NH:17][C:18]([C:20]4[C:21](=[O:36])[N:22]([C@H:27]([C:30]5[CH:35]=[CH:34][CH:33]=[CH:32][CH:31]=5)[CH2:28][OH:29])[CH:23]=[C:24](Br)[CH:25]=4)=[O:19])=[CH:13][CH:12]=3)=[CH:9][N:8]([CH3:37])[C:4]=2[N:5]=[CH:6][N:7]=1.[CH:38]1(B(O)O)[CH2:40][CH2:39]1, predict the reaction product. The product is: [NH2:1][C:2]1[C:3]2[C:10]([C:11]3[CH:16]=[CH:15][C:14]([NH:17][C:18]([C:20]4[C:21](=[O:36])[N:22]([C@H:27]([C:30]5[CH:35]=[CH:34][CH:33]=[CH:32][CH:31]=5)[CH2:28][OH:29])[CH:23]=[C:24]([CH:38]5[CH2:40][CH2:39]5)[CH:25]=4)=[O:19])=[CH:13][CH:12]=3)=[CH:9][N:8]([CH3:37])[C:4]=2[N:5]=[CH:6][N:7]=1.